This data is from Full USPTO retrosynthesis dataset with 1.9M reactions from patents (1976-2016). The task is: Predict the reactants needed to synthesize the given product. Given the product [N:2]1[N:3]=[CH:4][N:5]2[CH:10]=[CH:9][N:8]=[C:7]([N:11]3[CH2:15][CH2:14][C@H:13]([NH:16][C:28]([C:26]4[N:25]=[CH:24][N:23]([C:17]5[CH:18]=[CH:19][CH:20]=[CH:21][CH:22]=5)[CH:27]=4)=[O:29])[CH2:12]3)[C:6]=12, predict the reactants needed to synthesize it. The reactants are: Cl.[N:2]1[N:3]=[CH:4][N:5]2[CH:10]=[CH:9][N:8]=[C:7]([N:11]3[CH2:15][CH2:14][C@H:13]([NH2:16])[CH2:12]3)[C:6]=12.[C:17]1([N:23]2[CH:27]=[C:26]([C:28](O)=[O:29])[N:25]=[CH:24]2)[CH:22]=[CH:21][CH:20]=[CH:19][CH:18]=1.C(N(CC)C(C)C)C.CN(C(ON1N=NC2C=CC=NC1=2)=[N+](C)C)C.F[P-](F)(F)(F)(F)F.